From a dataset of NCI-60 drug combinations with 297,098 pairs across 59 cell lines. Regression. Given two drug SMILES strings and cell line genomic features, predict the synergy score measuring deviation from expected non-interaction effect. (1) Drug 1: C1=NC2=C(N=C(N=C2N1C3C(C(C(O3)CO)O)O)F)N. Drug 2: C1CNP(=O)(OC1)N(CCCl)CCCl. Cell line: SNB-19. Synergy scores: CSS=16.3, Synergy_ZIP=-3.90, Synergy_Bliss=1.44, Synergy_Loewe=-12.5, Synergy_HSA=0.191. (2) Drug 1: CC1C(C(CC(O1)OC2CC(CC3=C2C(=C4C(=C3O)C(=O)C5=C(C4=O)C(=CC=C5)OC)O)(C(=O)C)O)N)O.Cl. Drug 2: CCN(CC)CCNC(=O)C1=C(NC(=C1C)C=C2C3=C(C=CC(=C3)F)NC2=O)C. Cell line: HCC-2998. Synergy scores: CSS=1.16, Synergy_ZIP=-1.10, Synergy_Bliss=2.16, Synergy_Loewe=-12.6, Synergy_HSA=0.198. (3) Drug 1: CC12CCC(CC1=CCC3C2CCC4(C3CC=C4C5=CN=CC=C5)C)O. Drug 2: C1=CC(=C2C(=C1NCCNCCO)C(=O)C3=C(C=CC(=C3C2=O)O)O)NCCNCCO. Cell line: CAKI-1. Synergy scores: CSS=61.3, Synergy_ZIP=12.1, Synergy_Bliss=11.5, Synergy_Loewe=10.7, Synergy_HSA=13.6. (4) Drug 1: COCCOC1=C(C=C2C(=C1)C(=NC=N2)NC3=CC=CC(=C3)C#C)OCCOC.Cl. Drug 2: CC1C(C(CC(O1)OC2CC(CC3=C2C(=C4C(=C3O)C(=O)C5=CC=CC=C5C4=O)O)(C(=O)C)O)N)O. Cell line: NCI/ADR-RES. Synergy scores: CSS=30.1, Synergy_ZIP=-8.05, Synergy_Bliss=1.000, Synergy_Loewe=1.50, Synergy_HSA=2.65.